Dataset: Full USPTO retrosynthesis dataset with 1.9M reactions from patents (1976-2016). Task: Predict the reactants needed to synthesize the given product. (1) Given the product [NH2:37][C:11]1[C:10]([NH2:9])=[CH:15][CH:14]=[C:13]2[C:12]=1[C:35](=[O:36])[O:34][C:16]12[C:17]2[CH:18]=[C:19]([F:33])[C:20]([O:32][C:1](=[O:3])[CH3:2])=[CH:21][C:22]=2[O:23][C:24]2[C:29]1=[CH:28][C:27]([F:30])=[C:26]([O:31][C:38](=[O:41])[CH3:44])[CH:25]=2, predict the reactants needed to synthesize it. The reactants are: [C:1](OC(=O)C)(=[O:3])[CH3:2].C[NH:9][C:10]1[CH:15]=[CH:14][C:13]2[C:16]3([O:34][C:35](=[O:36])[C:12]=2[C:11]=1[NH2:37])[C:29]1[C:24](=[CH:25][C:26]([OH:31])=[C:27]([F:30])[CH:28]=1)[O:23][C:22]1[C:17]3=[CH:18][C:19]([F:33])=[C:20]([OH:32])[CH:21]=1.[C:38]([O-:41])([O-])=O.[Cs+].[Cs+].[C:44](#N)C. (2) Given the product [Cl:1][C:2]1[CH:3]=[C:4]([N:18]2[CH:25]([C:26]3[CH:33]=[CH:32][C:29]([C:30]#[N:31])=[C:28]([F:34])[CH:27]=3)[C:24]3[C:20](=[N:21][N:22]([C:38]4[C:39]([O:47][CH3:48])=[N:40][C:41]([N:44]([CH3:45])[CH3:46])=[N:42][CH:43]=4)[C:23]=3[CH:35]([CH3:37])[CH3:36])[C:19]2=[O:49])[C:5](=[O:17])[NH:6][CH:7]=1, predict the reactants needed to synthesize it. The reactants are: [Cl:1][C:2]1[CH:3]=[C:4]([N:18]2[CH:25]([C:26]3[CH:33]=[CH:32][C:29]([C:30]#[N:31])=[C:28]([F:34])[CH:27]=3)[C:24]3[C:20](=[N:21][N:22]([C:38]4[C:39]([O:47][CH3:48])=[N:40][C:41]([N:44]([CH3:46])[CH3:45])=[N:42][CH:43]=4)[C:23]=3[CH:35]([CH3:37])[CH3:36])[C:19]2=[O:49])[C:5](=[O:17])[N:6](CC2C=CC(OC)=CC=2)[CH:7]=1.C(O)(C(F)(F)F)=O. (3) Given the product [CH3:24][N:23]([CH2:22][C:20]([OH:21])=[O:19])[C:25]([NH:27][C:1](=[O:17])[CH2:2][CH2:3][CH2:4][CH2:5][CH2:6][CH2:7][CH2:8][CH2:9][CH2:10][CH2:11][CH2:12][CH2:13][CH2:14][CH2:15][CH3:16])=[NH:26], predict the reactants needed to synthesize it. The reactants are: [C:1](Br)(=[O:17])[CH2:2][CH2:3][CH2:4][CH2:5][CH2:6][CH2:7][CH2:8][CH2:9][CH2:10][CH2:11][CH2:12][CH2:13][CH2:14][CH2:15][CH3:16].[O:19]=[C:20]([CH2:22][N:23]([C:25](=[NH:27])[NH2:26])[CH3:24])[OH:21].N1C=CC=CC=1.C(=O)=O. (4) Given the product [CH:1]1[C:10]2[C:5](=[CH:6][CH:7]=[CH:8][CH:9]=2)[CH:4]=[CH:3][C:2]=1[C:11]1[C:12]2[CH:18]=[C:27]([C:26]([OH:29])=[O:28])[S:16][C:13]=2[NH:14][N:15]=1, predict the reactants needed to synthesize it. The reactants are: [CH:1]1[C:10]2[C:5](=[CH:6][CH:7]=[CH:8][CH:9]=2)[CH:4]=[CH:3][C:2]=1[C:11]1[C:12]2[CH:18]=C(C#N)[S:16][C:13]=2[NH:14][N:15]=1.S(=O)(=O)(O)O.[C:26]([OH:29])(=[O:28])[CH3:27]. (5) The reactants are: [C:1]([NH:4][NH:5][C:6]([C:8]1[CH:9]=[N:10][N:11]2[CH:16]=[CH:15][C:14]([N:17]3[CH2:21][CH2:20][CH2:19][CH:18]3[C:22]3[CH:23]=[N:24][CH:25]=[C:26]([F:28])[CH:27]=3)=[N:13][C:12]=12)=O)(=O)[CH3:2].P12(SP3(SP(SP(S3)(S1)=S)(=S)S2)=S)=[S:30].C([O-])([O-])=O.[Na+].[Na+]. Given the product [F:28][C:26]1[CH:27]=[C:22]([CH:18]2[CH2:19][CH2:20][CH2:21][N:17]2[C:14]2[CH:15]=[CH:16][N:11]3[N:10]=[CH:9][C:8]([C:6]4[S:30][C:1]([CH3:2])=[N:4][N:5]=4)=[C:12]3[N:13]=2)[CH:23]=[N:24][CH:25]=1, predict the reactants needed to synthesize it.